The task is: Predict which catalyst facilitates the given reaction.. This data is from Catalyst prediction with 721,799 reactions and 888 catalyst types from USPTO. (1) Reactant: [CH3:1][C:2]1([CH3:47])[C:14]2[CH:13]=[C:12]([C:15]3(O)[C:28]4[CH:27]=[C:26]([Br:29])[CH:25]=[CH:24][C:23]=4[C:22]([C:31]4[CH:43]=[CH:42][C:41]5[C:40]6[C:35](=[CH:36][CH:37]=[CH:38][CH:39]=6)[C:34]([CH3:45])([CH3:44])[C:33]=5[CH:32]=4)(O)[C:21]4[C:16]3=[CH:17][CH:18]=[CH:19][CH:20]=4)[CH:11]=[CH:10][C:9]=2[C:8]2[C:3]1=[CH:4][CH:5]=[CH:6][CH:7]=2.O.[PH2](=O)[O-].[Na+].[I-].[K+].[PH2](=O)O. Product: [CH3:1][C:2]1([CH3:47])[C:14]2[CH:13]=[C:12]([C:15]3[C:16]4[C:21]([C:22]([C:31]5[CH:43]=[CH:42][C:41]6[C:40]7[C:35](=[CH:36][CH:37]=[CH:38][CH:39]=7)[C:34]([CH3:45])([CH3:44])[C:33]=6[CH:32]=5)=[C:23]5[C:28]=3[CH:27]=[C:26]([Br:29])[CH:25]=[CH:24]5)=[CH:20][CH:19]=[CH:18][CH:17]=4)[CH:11]=[CH:10][C:9]=2[C:8]2[C:3]1=[CH:4][CH:5]=[CH:6][CH:7]=2. The catalyst class is: 86. (2) Reactant: S(C1C=CC(C)=CC=1)([O-])(=O)=[O:2].[Br:12][C:13]1[CH:22]=[CH:21][C:20]([N+:23]([O-:25])=[O:24])=[C:19]2[C:14]=1[CH:15]=[CH:16][N+:17]([CH3:26])=[CH:18]2.C([O-])([O-])=O.[Na+].[Na+].OO. Product: [Br:12][C:13]1[CH:22]=[CH:21][C:20]([N+:23]([O-:25])=[O:24])=[C:19]2[C:14]=1[CH:15]=[CH:16][N:17]([CH3:26])[C:18]2=[O:2]. The catalyst class is: 2. (3) Reactant: [CH:1]([C:4]1[CH:18]=[C:17]([O:19][CH3:20])[C:16]([N+:21]([O-])=O)=[CH:15][C:5]=1[O:6][C:7]1[C:8]([NH2:14])=[N:9][C:10]([NH2:13])=[N:11][CH:12]=1)([CH3:3])[CH3:2].CC(O)=O. Product: [NH2:21][C:16]1[C:17]([O:19][CH3:20])=[CH:18][C:4]([CH:1]([CH3:3])[CH3:2])=[C:5]([CH:15]=1)[O:6][C:7]1[C:8]([NH2:14])=[N:9][C:10]([NH2:13])=[N:11][CH:12]=1. The catalyst class is: 50. (4) Reactant: [C:1]1([CH2:7][CH2:8][C:9](Cl)=[O:10])[CH:6]=[CH:5][CH:4]=[CH:3][CH:2]=1.[CH3:12][O:13][C:14]1[CH:19]=[CH:18][CH:17]=[CH:16][CH:15]=1.[Al+3].[Cl-].[Cl-].[Cl-].Cl. Product: [CH3:12][O:13][C:14]1[CH:19]=[CH:18][C:17]([C:9](=[O:10])[CH2:8][CH2:7][C:1]2[CH:6]=[CH:5][CH:4]=[CH:3][CH:2]=2)=[CH:16][CH:15]=1. The catalyst class is: 46. (5) Reactant: C([O:3][C:4](=O)[C:5]1[CH:10]=[CH:9][CH:8]=[C:7]([O:11][C:12]2[CH:17]=[CH:16][C:15]([F:18])=[CH:14][CH:13]=2)[C:6]=1[CH2:19][N:20]([CH2:31][C:32]([O:34][CH3:35])=[O:33])S(C1C=CC(C)=CC=1)(=O)=O)C.C[O-].[Na+]. Product: [CH3:35][O:34][C:32]([C:31]1[N:20]=[CH:19][C:6]2[C:5]([C:4]=1[OH:3])=[CH:10][CH:9]=[CH:8][C:7]=2[O:11][C:12]1[CH:17]=[CH:16][C:15]([F:18])=[CH:14][CH:13]=1)=[O:33]. The catalyst class is: 5. (6) Reactant: [Si:1]([O:8][C@@H:9]([C@@H:18]1[NH:22][C@H:21]([CH2:23][C:24]2[CH:33]=[CH:32][C:27]([C:28]([O:30][CH3:31])=[O:29])=[CH:26][CH:25]=2)[CH2:20][CH2:19]1)[CH2:10][O:11][C:12]1[CH:17]=[CH:16][CH:15]=[CH:14][CH:13]=1)([C:4]([CH3:7])([CH3:6])[CH3:5])([CH3:3])[CH3:2].C(N(CC)CC)C.[C:41](O[C:41]([O:43][C:44]([CH3:47])([CH3:46])[CH3:45])=[O:42])([O:43][C:44]([CH3:47])([CH3:46])[CH3:45])=[O:42]. Product: [Si:1]([O:8][C@@H:9]([C@H:18]1[CH2:19][CH2:20][C@@H:21]([CH2:23][C:24]2[CH:33]=[CH:32][C:27]([C:28]([O:30][CH3:31])=[O:29])=[CH:26][CH:25]=2)[N:22]1[C:41]([O:43][C:44]([CH3:47])([CH3:46])[CH3:45])=[O:42])[CH2:10][O:11][C:12]1[CH:17]=[CH:16][CH:15]=[CH:14][CH:13]=1)([C:4]([CH3:5])([CH3:7])[CH3:6])([CH3:3])[CH3:2]. The catalyst class is: 2.